This data is from Forward reaction prediction with 1.9M reactions from USPTO patents (1976-2016). The task is: Predict the product of the given reaction. (1) Given the reactants Cl.[NH:2]1[CH2:5][CH:4]([OH:6])[CH2:3]1.[CH3:7][O:8][CH2:9][CH2:10][O:11][C:12]1[CH:13]=[C:14]2[C:18](=[C:19]([N:21]([CH3:31])[S:22]([C:25]3[CH:30]=[CH:29][CH:28]=[CH:27][N:26]=3)(=[O:24])=[O:23])[CH:20]=1)[NH:17][C:16]([C:32]1[S:33][CH:34]([CH2:37][C:38](O)=[O:39])[CH2:35][N:36]=1)=[CH:15]2.N1(O)C2C=CC=CC=2N=N1.Cl.CN(C)CCCN=C=NCC, predict the reaction product. The product is: [OH:6][CH:4]1[CH2:5][N:2]([C:38](=[O:39])[CH2:37][CH:34]2[S:33][C:32]([C:16]3[NH:17][C:18]4[C:14]([CH:15]=3)=[CH:13][C:12]([O:11][CH2:10][CH2:9][O:8][CH3:7])=[CH:20][C:19]=4[N:21]([CH3:31])[S:22]([C:25]3[CH:30]=[CH:29][CH:28]=[CH:27][N:26]=3)(=[O:23])=[O:24])=[N:36][CH2:35]2)[CH2:3]1. (2) Given the reactants [C:1]([C:3]1[CH:4]=[C:5](B(O)O)[CH:6]=[C:7]([F:17])[C:8]=1[O:9][CH2:10][C:11]1[CH:16]=[CH:15][CH:14]=[CH:13][CH:12]=1)#[N:2].Cl[C:22]1[CH:23]=[C:24]([CH:29]=[CH:30][N:31]=1)[C:25]([O:27][CH3:28])=[O:26].C(=O)([O-])[O-].[Na+].[Na+], predict the reaction product. The product is: [C:1]([C:3]1[CH:4]=[C:5]([C:22]2[CH:23]=[C:24]([CH:29]=[CH:30][N:31]=2)[C:25]([O:27][CH3:28])=[O:26])[CH:6]=[C:7]([F:17])[C:8]=1[O:9][CH2:10][C:11]1[CH:16]=[CH:15][CH:14]=[CH:13][CH:12]=1)#[N:2]. (3) Given the reactants [Cl:1][C:2]1[CH:3]=[C:4]2[C:8](=[CH:9][CH:10]=1)[NH:7][C:6]([C:11]([OH:13])=O)=[CH:5]2.C(Cl)(=O)C(Cl)=O.[CH2:20]([O:22][C:23](=[O:37])[C:24]([C:27]1[CH:28]=[N:29][C:30]([NH2:36])=[C:31]([O:33][CH2:34][CH3:35])[CH:32]=1)([CH3:26])[CH3:25])[CH3:21], predict the reaction product. The product is: [CH2:20]([O:22][C:23](=[O:37])[C:24]([C:27]1[CH:28]=[N:29][C:30]([NH:36][C:11]([C:6]2[NH:7][C:8]3[C:4]([CH:5]=2)=[CH:3][C:2]([Cl:1])=[CH:10][CH:9]=3)=[O:13])=[C:31]([O:33][CH2:34][CH3:35])[CH:32]=1)([CH3:26])[CH3:25])[CH3:21]. (4) Given the reactants [CH3:1][O:2][C:3]([C:5]1[CH:20]=[CH:19][C:8]2[S:9][C:10]3[CH:18]=[CH:17][CH:16]=[CH:15][C:11]=3[C:12](Cl)=[N:13][C:7]=2[CH:6]=1)=[O:4].CN1[CH2:26][CH2:25][CH2:24][C:23]1=O.[Cl-].[Mg+2].[Cl-], predict the reaction product. The product is: [CH3:1][O:2][C:3]([C:5]1[CH:20]=[CH:19][C:8]2[S:9][C:10]3[CH:18]=[CH:17][CH:16]=[CH:15][C:11]=3[C:12]([CH2:23][CH2:24][CH2:25][CH3:26])=[N:13][C:7]=2[CH:6]=1)=[O:4]. (5) Given the reactants [NH2:1][CH:2]([C:4]1[C:5]([O:25][CH3:26])=[C:6]([CH:12]2[CH2:17][CH2:16][N:15]([C:18]([O:20][C:21]([CH3:24])([CH3:23])[CH3:22])=[O:19])[CH2:14][CH2:13]2)[C:7]([CH3:11])=[C:8]([Cl:10])[CH:9]=1)[CH3:3].Cl[C:28]1[N:36]=[CH:35][N:34]=[C:33]2[C:29]=1[N:30]=[CH:31][N:32]2[CH:37]1[CH2:42][CH2:41][CH2:40][CH2:39][O:38]1.C(=O)(O)[O-].[Na+], predict the reaction product. The product is: [Cl:10][C:8]1[C:7]([CH3:11])=[C:6]([CH:12]2[CH2:17][CH2:16][N:15]([C:18]([O:20][C:21]([CH3:22])([CH3:24])[CH3:23])=[O:19])[CH2:14][CH2:13]2)[C:5]([O:25][CH3:26])=[C:4]([CH:2]([NH:1][C:28]2[N:36]=[CH:35][N:34]=[C:33]3[C:29]=2[N:30]=[CH:31][N:32]3[CH:37]2[CH2:42][CH2:41][CH2:40][CH2:39][O:38]2)[CH3:3])[CH:9]=1. (6) Given the reactants Cl.[CH3:2][C:3]1[C:11]([C:12](=[S:14])[NH2:13])=[C:6]2[CH:7]=[CH:8][CH:9]=[CH:10][N:5]2[N:4]=1.Cl[CH:16]([C:22]([C:24]1[CH:29]=[CH:28][CH:27]=[CH:26][C:25]=1[F:30])=O)[C:17]([O:19][CH2:20][CH3:21])=[O:18], predict the reaction product. The product is: [F:30][C:25]1[CH:26]=[CH:27][CH:28]=[CH:29][C:24]=1[C:22]1[N:13]=[C:12]([C:11]2[C:3]([CH3:2])=[N:4][N:5]3[CH:10]=[CH:9][CH:8]=[CH:7][C:6]=23)[S:14][C:16]=1[C:17]([O:19][CH2:20][CH3:21])=[O:18]. (7) Given the reactants C(NC(C)C)(C)C.[CH3:8][C:9]1[CH2:11][CH:10]=1.[Li+].CCC[CH2-].C([Li])CCC.[CH3:22][O:23][C:24]1[CH:25]=[C:26]([CH:29]=[CH:30][CH:31]=1)[CH:27]=[O:28], predict the reaction product. The product is: [CH3:8][C:9]1[CH2:11][C:10]=1[CH:27]([OH:28])[C:26]1[CH:29]=[CH:30][CH:31]=[C:24]([O:23][CH3:22])[CH:25]=1. (8) Given the reactants [NH2:1][CH:2]1[CH2:7][CH2:6][N:5]([CH3:8])[CH2:4][CH2:3]1.[F:9][C:10]1[CH:11]=[C:12]([N+:17]([O-:19])=[O:18])[CH:13]=[CH:14][C:15]=1F, predict the reaction product. The product is: [F:9][C:10]1[CH:11]=[C:12]([N+:17]([O-:19])=[O:18])[CH:13]=[CH:14][C:15]=1[NH:1][CH:2]1[CH2:7][CH2:6][N:5]([CH3:8])[CH2:4][CH2:3]1. (9) Given the reactants [CH:1]1([CH2:4][O:5][C:6]2[N:11]=[C:10]([C:12]([OH:14])=O)[CH:9]=[CH:8][C:7]=2[N:15]2[CH2:18][C:17]([F:20])([F:19])[CH2:16]2)[CH2:3][CH2:2]1.Cl.[C@@H:22]12[NH:29][C@@H:26]([CH2:27][CH2:28]1)[CH2:25][O:24][CH2:23]2.CN(C(ON1N=NC2C=CC=CC1=2)=[N+](C)C)C.[B-](F)(F)(F)F.CCN(C(C)C)C(C)C, predict the reaction product. The product is: [CH:1]1([CH2:4][O:5][C:6]2[N:11]=[C:10]([C:12]([N:29]3[C@H:22]4[CH2:28][CH2:27][C@@H:26]3[CH2:25][O:24][CH2:23]4)=[O:14])[CH:9]=[CH:8][C:7]=2[N:15]2[CH2:18][C:17]([F:20])([F:19])[CH2:16]2)[CH2:2][CH2:3]1. (10) Given the reactants Cl[C:2]1[CH:3]=[CH:4][N:5]2[C:10]([C:11]=1[CH3:12])=[C:9]([CH:13]1[CH2:15][CH2:14]1)[CH:8]=[C:7]([C:16]([O:18][CH3:19])=[O:17])[C:6]2=[O:20].[CH3:21][NH:22][C:23]1[CH:28]=[CH:27][C:26](B2OC(C)(C)C(C)(C)O2)=[CH:25][CH:24]=1, predict the reaction product. The product is: [CH3:21][NH:22][C:23]1[CH:28]=[CH:27][C:26]([C:2]2[CH:3]=[CH:4][N:5]3[C:10]([C:11]=2[CH3:12])=[C:9]([CH:13]2[CH2:15][CH2:14]2)[CH:8]=[C:7]([C:16]([O:18][CH3:19])=[O:17])[C:6]3=[O:20])=[CH:25][CH:24]=1.